Dataset: Reaction yield outcomes from USPTO patents with 853,638 reactions. Task: Predict the reaction yield, written as a fraction of the theoretical maximum amount of product (1.0 means a 100% yield; for example, 0.34 means a 34% yield). (1) The reactants are [C:1]([OH:7])(=O)[CH2:2][C:3]([OH:5])=O.[S-:8][C:9]#[N:10].[K+].[C:12](OC(=O)C)(=[O:14])[CH3:13].C(O)(=[O:21])C. The catalyst is O. The product is [C:12]([C:2]1[C:1](=[O:7])[S:8][C:9](=[O:21])[NH:10][C:3]=1[OH:5])(=[O:14])[CH3:13]. The yield is 0.460. (2) The reactants are [Br:1][C:2]1[CH:3]=[N+:4]([O-])[CH:5]=[C:6]([O:8][CH2:9][CH3:10])[CH:7]=1.O=P(Cl)(Cl)[Cl:14]. The catalyst is C(Cl)Cl. The product is [Br:1][C:2]1[CH:7]=[C:6]([O:8][CH2:9][CH3:10])[C:5]([Cl:14])=[N:4][CH:3]=1. The yield is 0.330.